This data is from Catalyst prediction with 721,799 reactions and 888 catalyst types from USPTO. The task is: Predict which catalyst facilitates the given reaction. (1) Reactant: [CH3:1][O:2][C:3]1[CH:11]=[CH:10][CH:9]=[C:8]2[C:4]=1[CH2:5][CH2:6][C:7]12[C:15](=[O:16])[N:14]([CH2:17][C:18]([O:20]C(C)(C)C)=[O:19])[C:13](=[O:25])[NH:12]1.C(O)(C(F)(F)F)=O. Product: [CH3:1][O:2][C:3]1[CH:11]=[CH:10][CH:9]=[C:8]2[C:4]=1[CH2:5][CH2:6][C:7]12[C:15](=[O:16])[N:14]([CH2:17][C:18]([OH:20])=[O:19])[C:13](=[O:25])[NH:12]1. The catalyst class is: 2. (2) Reactant: [C:1]([C:5]1[CH:24]=[CH:23][C:8]([CH2:9][NH:10][CH2:11][CH2:12][C:13]2[CH:18]=[CH:17][CH:16]=[C:15]([C:19]([F:22])([F:21])[F:20])[CH:14]=2)=[CH:7][CH:6]=1)([CH3:4])([CH3:3])[CH3:2].[Cl:25][C:26]1[CH:27]=[C:28]2[C:32](=[C:33]([C:35](O)=[O:36])[CH:34]=1)[NH:31][CH:30]=[CH:29]2.CCN=C=NCCCN(C)C.Cl. Product: [C:1]([C:5]1[CH:24]=[CH:23][C:8]([CH2:9][N:10]([CH2:11][CH2:12][C:13]2[CH:18]=[CH:17][CH:16]=[C:15]([C:19]([F:22])([F:20])[F:21])[CH:14]=2)[C:35]([C:33]2[CH:34]=[C:26]([Cl:25])[CH:27]=[C:28]3[C:32]=2[NH:31][CH:30]=[CH:29]3)=[O:36])=[CH:7][CH:6]=1)([CH3:4])([CH3:2])[CH3:3]. The catalyst class is: 2.